Dataset: Peptide-MHC class I binding affinity with 185,985 pairs from IEDB/IMGT. Task: Regression. Given a peptide amino acid sequence and an MHC pseudo amino acid sequence, predict their binding affinity value. This is MHC class I binding data. (1) The peptide sequence is KVEFTGDLVVKALGA. The MHC is HLA-A03:01 with pseudo-sequence HLA-A03:01. The binding affinity (normalized) is 0.921. (2) The peptide sequence is AEIMKICST. The MHC is HLA-B44:02 with pseudo-sequence HLA-B44:02. The binding affinity (normalized) is 0.211.